Task: Regression. Given two drug SMILES strings and cell line genomic features, predict the synergy score measuring deviation from expected non-interaction effect.. Dataset: NCI-60 drug combinations with 297,098 pairs across 59 cell lines (1) Drug 1: CN(CCCl)CCCl.Cl. Drug 2: CCC1(C2=C(COC1=O)C(=O)N3CC4=CC5=C(C=CC(=C5CN(C)C)O)N=C4C3=C2)O.Cl. Cell line: SK-OV-3. Synergy scores: CSS=32.9, Synergy_ZIP=0.871, Synergy_Bliss=5.44, Synergy_Loewe=-6.55, Synergy_HSA=4.74. (2) Drug 1: C#CCC(CC1=CN=C2C(=N1)C(=NC(=N2)N)N)C3=CC=C(C=C3)C(=O)NC(CCC(=O)O)C(=O)O. Drug 2: C1CCC(C(C1)N)N.C(=O)(C(=O)[O-])[O-].[Pt+4]. Cell line: EKVX. Synergy scores: CSS=4.07, Synergy_ZIP=-3.18, Synergy_Bliss=-7.14, Synergy_Loewe=-4.11, Synergy_HSA=-6.77. (3) Drug 1: CC1CCC2CC(C(=CC=CC=CC(CC(C(=O)C(C(C(=CC(C(=O)CC(OC(=O)C3CCCCN3C(=O)C(=O)C1(O2)O)C(C)CC4CCC(C(C4)OC)OCCO)C)C)O)OC)C)C)C)OC. Drug 2: CCN(CC)CCNC(=O)C1=C(NC(=C1C)C=C2C3=C(C=CC(=C3)F)NC2=O)C. Cell line: ACHN. Synergy scores: CSS=4.91, Synergy_ZIP=-1.88, Synergy_Bliss=-1.92, Synergy_Loewe=-8.53, Synergy_HSA=-1.01. (4) Drug 1: CC1=C2C(C(=O)C3(C(CC4C(C3C(C(C2(C)C)(CC1OC(=O)C(C(C5=CC=CC=C5)NC(=O)OC(C)(C)C)O)O)OC(=O)C6=CC=CC=C6)(CO4)OC(=O)C)OC)C)OC. Drug 2: CN(C)C1=NC(=NC(=N1)N(C)C)N(C)C. Cell line: NCI-H460. Synergy scores: CSS=82.5, Synergy_ZIP=35.4, Synergy_Bliss=32.8, Synergy_Loewe=7.69, Synergy_HSA=31.5. (5) Drug 1: CS(=O)(=O)OCCCCOS(=O)(=O)C. Drug 2: C1CNP(=O)(OC1)N(CCCl)CCCl. Cell line: SF-295. Synergy scores: CSS=15.1, Synergy_ZIP=-1.58, Synergy_Bliss=1.44, Synergy_Loewe=-8.67, Synergy_HSA=0.0564. (6) Drug 1: CC1=CC=C(C=C1)C2=CC(=NN2C3=CC=C(C=C3)S(=O)(=O)N)C(F)(F)F. Drug 2: C1=CN(C=N1)CC(O)(P(=O)(O)O)P(=O)(O)O. Cell line: T-47D. Synergy scores: CSS=-0.626, Synergy_ZIP=-0.739, Synergy_Bliss=-4.21, Synergy_Loewe=-2.69, Synergy_HSA=-5.38. (7) Drug 1: C(CCl)NC(=O)N(CCCl)N=O. Drug 2: CC1C(C(CC(O1)OC2CC(CC3=C2C(=C4C(=C3O)C(=O)C5=C(C4=O)C(=CC=C5)OC)O)(C(=O)CO)O)N)O.Cl. Cell line: A549. Synergy scores: CSS=42.1, Synergy_ZIP=-0.534, Synergy_Bliss=-0.822, Synergy_Loewe=2.64, Synergy_HSA=3.10. (8) Drug 1: C1CN1C2=NC(=NC(=N2)N3CC3)N4CC4. Drug 2: C(CN)CNCCSP(=O)(O)O. Cell line: NCI-H322M. Synergy scores: CSS=-6.20, Synergy_ZIP=0.677, Synergy_Bliss=-3.01, Synergy_Loewe=-8.29, Synergy_HSA=-6.22. (9) Drug 1: C1CC(=O)NC(=O)C1N2CC3=C(C2=O)C=CC=C3N. Drug 2: CCN(CC)CCNC(=O)C1=C(NC(=C1C)C=C2C3=C(C=CC(=C3)F)NC2=O)C. Cell line: UACC-257. Synergy scores: CSS=3.24, Synergy_ZIP=0.828, Synergy_Bliss=2.43, Synergy_Loewe=2.02, Synergy_HSA=1.45.